This data is from CYP2C9 inhibition data for predicting drug metabolism from PubChem BioAssay. The task is: Regression/Classification. Given a drug SMILES string, predict its absorption, distribution, metabolism, or excretion properties. Task type varies by dataset: regression for continuous measurements (e.g., permeability, clearance, half-life) or binary classification for categorical outcomes (e.g., BBB penetration, CYP inhibition). Dataset: cyp2c9_veith. The drug is CNc1ccnc(-c2cccc(NS(C)(=O)=O)c2)n1. The result is 0 (non-inhibitor).